From a dataset of Reaction yield outcomes from USPTO patents with 853,638 reactions. Predict the reaction yield, written as a fraction of the theoretical maximum amount of product (1.0 means a 100% yield; for example, 0.34 means a 34% yield). (1) The reactants are [F:1][C:2]1[CH:7]=[CH:6][CH:5]=[C:4]([F:8])[C:3]=1[N:9]1[C:14]2[N:15]=[C:16](S(C)(=O)=O)[N:17]=[C:18]([C:19]3[CH:24]=[CH:23][C:22]([F:25])=[CH:21][C:20]=3[CH3:26])[C:13]=2[CH:12]=[CH:11][C:10]1=[O:31].[NH2:32][CH2:33][CH2:34][C:35]1[N:39]=[CH:38][NH:37][CH:36]=1. No catalyst specified. The product is [F:1][C:2]1[CH:7]=[CH:6][CH:5]=[C:4]([F:8])[C:3]=1[N:9]1[C:14]2[N:15]=[C:16]([NH:32][CH2:33][CH2:34][C:35]3[N:39]=[CH:38][NH:37][CH:36]=3)[N:17]=[C:18]([C:19]3[CH:24]=[CH:23][C:22]([F:25])=[CH:21][C:20]=3[CH3:26])[C:13]=2[CH:12]=[CH:11][C:10]1=[O:31]. The yield is 0.310. (2) The reactants are [Br:1]Br.[NH2:3][CH2:4][CH2:5][C:6]1[C:10]2=[C:11]3[C:16](=[CH:17][CH:18]=[C:9]2[NH:8][CH:7]=1)[C:15](=[O:19])[NH:14][CH:13]=[CH:12]3. The catalyst is CN(C=O)C. The product is [NH2:3][CH2:4][CH2:5][C:6]1[C:10]2=[C:11]3[C:16](=[CH:17][CH:18]=[C:9]2[NH:8][C:7]=1[Br:1])[C:15](=[O:19])[NH:14][CH:13]=[CH:12]3. The yield is 0.270. (3) The reactants are [Cl:1][C:2]1[C:7]2[N:8]=[C:9]([NH2:11])[S:10][C:6]=2[CH:5]=[CH:4][CH:3]=1.[C:12](N1C=CN=C1)([N:14]1[CH:18]=[CH:17][N:16]=[CH:15]1)=[S:13]. The catalyst is C(#N)C. The product is [Cl:1][C:2]1[C:7]2[N:8]=[C:9]([NH:11][C:12]([N:14]3[CH:18]=[CH:17][N:16]=[CH:15]3)=[S:13])[S:10][C:6]=2[CH:5]=[CH:4][CH:3]=1. The yield is 0.185. (4) The reactants are [F:1][C:2]1[CH:7]=[CH:6][C:5]([CH:8]2[CH2:13][N:12]([CH2:14][CH2:15][CH3:16])[C:11](=O)[CH2:10][O:9]2)=[CH:4][C:3]=1[O:18][CH3:19]. The catalyst is Cl. The product is [F:1][C:2]1[CH:7]=[CH:6][C:5]([CH:8]2[O:9][CH2:10][CH2:11][N:12]([CH2:14][CH2:15][CH3:16])[CH2:13]2)=[CH:4][C:3]=1[O:18][CH3:19]. The yield is 0.920. (5) The yield is 0.0940. The reactants are C(=O)([O-])[O-].[K+].[K+].[CH2:7]([N:9]=[C:10]=[S:11])[CH3:8].[Cl:12][C:13]1[CH:18]=[C:17]([C:19]([F:22])([F:21])[F:20])[CH:16]=[C:15]([F:23])[C:14]=1[O:24][C:25]1[CH:29]=[C:28]([CH3:30])[NH:27][N:26]=1.Cl. The catalyst is C(OCC)(=O)C. The product is [CH2:7]([NH:9][C:10]([N:27]1[C:28]([CH3:30])=[CH:29][C:25]([O:24][C:14]2[C:15]([F:23])=[CH:16][C:17]([C:19]([F:22])([F:20])[F:21])=[CH:18][C:13]=2[Cl:12])=[N:26]1)=[S:11])[CH3:8]. (6) The reactants are C1O[C:4]2([CH2:9][CH2:8][CH:7]([CH2:10][C:11]([O:13][CH2:14][C:15]3[CH:20]=[CH:19][CH:18]=[CH:17][CH:16]=3)=[O:12])[CH2:6][CH2:5]2)[O:3]C1.O.O.C1(C)C=CC(S(O)(=O)=O)=CC=1.C(=O)([O-])O.[Na+]. The catalyst is CC(C)=O.CCCCCC.C(OCC)(=O)C. The product is [O:3]=[C:4]1[CH2:9][CH2:8][CH:7]([CH2:10][C:11]([O:13][CH2:14][C:15]2[CH:16]=[CH:17][CH:18]=[CH:19][CH:20]=2)=[O:12])[CH2:6][CH2:5]1. The yield is 0.860.